This data is from Forward reaction prediction with 1.9M reactions from USPTO patents (1976-2016). The task is: Predict the product of the given reaction. (1) Given the reactants [CH2:1]([N:4]1[CH2:10][CH2:9][C:8]2[CH:11]=[C:12]([NH2:15])[CH:13]=[CH:14][C:7]=2[CH2:6][CH2:5]1)[C:2]#[CH:3].Cl[C:17]1[N:22]=[C:21]([NH:23][C:24]2[CH:29]=[CH:28][CH:27]=[CH:26][C:25]=2[NH:30][S:31]([CH3:34])(=[O:33])=[O:32])[C:20]([Cl:35])=[CH:19][N:18]=1, predict the reaction product. The product is: [Cl:35][C:20]1[C:21]([NH:23][C:24]2[CH:29]=[CH:28][CH:27]=[CH:26][C:25]=2[NH:30][S:31]([CH3:34])(=[O:33])=[O:32])=[N:22][C:17]([NH:15][C:12]2[CH:13]=[CH:14][C:7]3[CH2:6][CH2:5][N:4]([CH2:1][C:2]#[CH:3])[CH2:10][CH2:9][C:8]=3[CH:11]=2)=[N:18][CH:19]=1. (2) Given the reactants [NH:1]1[CH:5]=[C:4]([C:6]([O:8][CH3:9])=[O:7])[N:3]=[CH:2]1.[H-].[Na+].Br[CH2:13][CH2:14][N:15]1[C:23](=[O:24])[C:22]2[C:17](=[CH:18][CH:19]=[CH:20][CH:21]=2)[C:16]1=[O:25], predict the reaction product. The product is: [O:25]=[C:16]1[C:17]2[C:22](=[CH:21][CH:20]=[CH:19][CH:18]=2)[C:23](=[O:24])[N:15]1[CH2:14][CH2:13][N:1]1[CH:5]=[C:4]([C:6]([O:8][CH3:9])=[O:7])[N:3]=[CH:2]1.